From a dataset of Full USPTO retrosynthesis dataset with 1.9M reactions from patents (1976-2016). Predict the reactants needed to synthesize the given product. (1) The reactants are: [Br:1][C:2]1[N:11]=[C:10]2[C:5]([CH:6]=[C:7]([OH:12])[N:8]=[CH:9]2)=[CH:4][CH:3]=1.Br[CH2:14][C:15]1[CH:16]=[C:17]([CH:22]=[CH:23][CH:24]=1)[C:18]([O:20][CH3:21])=[O:19].C(=O)([O-])[O-].[Cs+].[Cs+]. Given the product [CH3:21][O:20][C:18](=[O:19])[C:17]1[CH:22]=[CH:23][CH:24]=[C:15]([CH2:14][N:8]2[C:7](=[O:12])[CH:6]=[C:5]3[C:10]([N:11]=[C:2]([Br:1])[CH:3]=[CH:4]3)=[CH:9]2)[CH:16]=1, predict the reactants needed to synthesize it. (2) Given the product [S:20]1[CH:21]=[CH:22][N:23]=[C:19]1[S:1][C:2]1[CH:3]=[C:4]([CH:9]=[CH:10][CH:11]=1)[C:5]([O:7][CH3:8])=[O:6], predict the reactants needed to synthesize it. The reactants are: [SH:1][C:2]1[CH:3]=[C:4]([CH:9]=[CH:10][CH:11]=1)[C:5]([O:7][CH3:8])=[O:6].C(=O)([O-])[O-].[K+].[K+].Cl[C:19]1[S:20][CH:21]=[CH:22][N:23]=1.[H-].[Na+]. (3) Given the product [F:1][C:2]1[CH:11]=[C:10]2[C:5]([N:6]=[CH:7][C:8](=[O:12])[N:9]2[CH2:29][CH:28]([C@H:30]2[CH2:35][CH2:34][C@H:33]([NH:36][C:37](=[O:43])[O:38][C:39]([CH3:42])([CH3:41])[CH3:40])[CH2:32][CH2:31]2)[NH:27][S:24]([C:19]2[CH:20]=[CH:21][CH:22]=[CH:23][C:18]=2[N+:15]([O-:17])=[O:16])(=[O:25])=[O:26])=[CH:4][CH:3]=1, predict the reactants needed to synthesize it. The reactants are: [F:1][C:2]1[CH:11]=[C:10]2[C:5]([N:6]=[CH:7][C:8](=[O:12])[NH:9]2)=[CH:4][CH:3]=1.[H-].[Na+].[N+:15]([C:18]1[CH:23]=[CH:22][CH:21]=[CH:20][C:19]=1[S:24]([N:27]1[CH2:29][CH:28]1[C@H:30]1[CH2:35][CH2:34][C@H:33]([NH:36][C:37](=[O:43])[O:38][C:39]([CH3:42])([CH3:41])[CH3:40])[CH2:32][CH2:31]1)(=[O:26])=[O:25])([O-:17])=[O:16]. (4) Given the product [Cl:1][C:2]1[CH:21]=[CH:20][CH:19]=[C:18]([Cl:22])[C:3]=1[CH2:4][CH:5]1[CH2:9][CH2:8][N:7]([CH:10]2[CH2:11][CH2:12][C:13]([OH:16])([CH3:23])[CH2:14][CH2:15]2)[C:6]1=[O:17], predict the reactants needed to synthesize it. The reactants are: [Cl:1][C:2]1[CH:21]=[CH:20][CH:19]=[C:18]([Cl:22])[C:3]=1[CH2:4][CH:5]1[CH2:9][CH2:8][N:7]([CH:10]2[CH2:15][CH2:14][C:13](=[O:16])[CH2:12][CH2:11]2)[C:6]1=[O:17].[CH3:23][Mg]Br.[Cl-].[NH4+].